This data is from Peptide-MHC class II binding affinity with 134,281 pairs from IEDB. The task is: Regression. Given a peptide amino acid sequence and an MHC pseudo amino acid sequence, predict their binding affinity value. This is MHC class II binding data. The peptide sequence is VIGLYGNGILVGDNS. The MHC is HLA-DQA10102-DQB10501 with pseudo-sequence HLA-DQA10102-DQB10501. The binding affinity (normalized) is 0.331.